This data is from Reaction yield outcomes from USPTO patents with 853,638 reactions. The task is: Predict the reaction yield, written as a fraction of the theoretical maximum amount of product (1.0 means a 100% yield; for example, 0.34 means a 34% yield). (1) The reactants are [CH3:1][O-:2].[Na+].[Cl:4][C:5]1[C:14]([CH2:15][C:16](Cl)(Cl)Cl)=[C:13]2[C:8]([N:9]=[CH:10][C:11]([CH3:20])=[N:12]2)=[CH:7][CH:6]=1.S(=O)(=O)(O)[OH:22]. The catalyst is CO. The product is [CH3:1][O:2][C:16](=[O:22])[CH2:15][C:14]1[C:5]([Cl:4])=[CH:6][CH:7]=[C:8]2[C:13]=1[N:12]=[C:11]([CH3:20])[CH:10]=[N:9]2. The yield is 0.460. (2) The yield is 0.590. The catalyst is C(O)C. The product is [C:1]1([C:7]2[CH:12]=[C:11]([C:13]3[CH:14]=[CH:15][CH:16]=[CH:17][CH:18]=3)[N:10]=[C:9]([O:19][CH2:20][CH2:21][CH2:22][CH2:23][CH2:24][O:25][C:26]3[CH:31]=[CH:30][C:29]([CH:32]=[CH:33][C:34]([OH:36])=[O:35])=[CH:28][C:27]=3[O:39][CH2:40][CH3:41])[CH:8]=2)[CH:6]=[CH:5][CH:4]=[CH:3][CH:2]=1. The reactants are [C:1]1([C:7]2[CH:12]=[C:11]([C:13]3[CH:18]=[CH:17][CH:16]=[CH:15][CH:14]=3)[N:10]=[C:9]([O:19][CH2:20][CH2:21][CH2:22][CH2:23][CH2:24][O:25][C:26]3[CH:31]=[CH:30][C:29]([CH:32]=[CH:33][C:34]([O:36]CC)=[O:35])=[CH:28][C:27]=3[O:39][CH2:40][CH3:41])[CH:8]=2)[CH:6]=[CH:5][CH:4]=[CH:3][CH:2]=1.[OH-].[K+]. (3) The reactants are [Cl:1][C:2]1[N:3]=[CH:4][C:5]([C:8]([NH2:10])=O)=[N:6][CH:7]=1. The catalyst is O=P(Cl)(Cl)Cl. The product is [Cl:1][C:2]1[N:3]=[CH:4][C:5]([C:8]#[N:10])=[N:6][CH:7]=1. The yield is 0.640. (4) The reactants are [CH2:1]([O:8][C:9]1[C:10]([C:28]([OH:30])=[O:29])=[N:11][C:12]([CH2:16][C:17]2([C:22]3[CH:27]=[CH:26][CH:25]=[CH:24][CH:23]=3)[CH2:21][CH2:20][CH2:19][CH2:18]2)=[N:13][C:14]=1[OH:15])[C:2]1[CH:7]=[CH:6][CH:5]=[CH:4][CH:3]=1.[Si:31]([O:38][CH2:39][CH2:40][NH:41][CH2:42][CH:43]1[CH2:45][CH2:44]1)([C:34]([CH3:37])([CH3:36])[CH3:35])([CH3:33])[CH3:32].C(N(CC)C(C)C)(C)C.CN(C(ON1N=NC2C=CC=NC1=2)=[N+](C)C)C.F[P-](F)(F)(F)(F)F. The catalyst is CN(C)C=O.O. The product is [Si:31]([O:38][CH2:39][CH2:40][N:41]([CH2:42][CH:43]1[CH2:44][CH2:45]1)[C:28]([C:10]1[C:9]([O:8][CH2:1][C:2]2[CH:7]=[CH:6][CH:5]=[CH:4][CH:3]=2)=[C:14]([OH:15])[N:13]=[C:12]([CH2:16][C:17]2([C:22]3[CH:23]=[CH:24][CH:25]=[CH:26][CH:27]=3)[CH2:21][CH2:20][CH2:19][CH2:18]2)[N:11]=1)=[O:29])([C:34]([CH3:37])([CH3:36])[CH3:35])([CH3:33])[CH3:32].[CH2:1]([O:8][C:9]1[C:10]([C:28]([OH:30])=[O:29])=[N:11][C:12]([CH2:16][C:17]2([C:22]3[CH:27]=[CH:26][CH:25]=[CH:24][CH:23]=3)[CH2:18][CH2:19][CH2:20][CH2:21]2)=[N:13][C:14]=1[OH:15])[C:2]1[CH:7]=[CH:6][CH:5]=[CH:4][CH:3]=1. The yield is 0.998. (5) The catalyst is C1COCC1.CCOC(C)=O. The reactants are [Si:1]([O:8][CH:9]([CH:15]1[CH2:24][CH2:23][C:22]2[C:17](=[CH:18][CH:19]=[C:20]([C:25]3[CH:30]=[CH:29][CH:28]=[CH:27][CH:26]=3)[CH:21]=2)[CH2:16]1)[C:10]1[O:11][CH:12]=[CH:13][N:14]=1)([C:4]([CH3:7])([CH3:6])[CH3:5])([CH3:3])[CH3:2].[Li]CCCC.N#C[C:38](=[O:41])[O:39][CH3:40]. The product is [Si:1]([O:8][CH:9]([CH:15]1[CH2:24][CH2:23][C:22]2[C:17](=[CH:18][CH:19]=[C:20]([C:25]3[CH:30]=[CH:29][CH:28]=[CH:27][CH:26]=3)[CH:21]=2)[CH2:16]1)[C:10]1[O:11][C:12]([C:38]([O:39][CH3:40])=[O:41])=[CH:13][N:14]=1)([C:4]([CH3:7])([CH3:5])[CH3:6])([CH3:3])[CH3:2]. The yield is 0.870.